This data is from Catalyst prediction with 721,799 reactions and 888 catalyst types from USPTO. The task is: Predict which catalyst facilitates the given reaction. (1) Reactant: C([O:8][C:9]1[CH:14]=[CH:13][C:12]([CH2:15][CH2:16][CH2:17][N:18]2[CH:22]=[CH:21][N:20]=[C:19]2[CH2:23][CH2:24][OH:25])=[CH:11][CH:10]=1)C1C=CC=CC=1. Product: [OH:25][CH2:24][CH2:23][C:19]1[N:18]([CH2:17][CH2:16][CH2:15][C:12]2[CH:11]=[CH:10][C:9]([OH:8])=[CH:14][CH:13]=2)[CH:22]=[CH:21][N:20]=1. The catalyst class is: 719. (2) Reactant: [Br-].[CH:2]([P+](C1C=CC=CC=1)(C1C=CC=CC=1)C1C=CC=CC=1)([CH3:4])[CH3:3].[Li]CCCC.[CH3:29][O:30][C:31](=[O:38])[CH2:32][CH2:33][CH2:34][CH2:35][CH:36]=O.O. Product: [CH3:29][O:30][C:31](=[O:38])[CH2:32][CH2:33][CH2:34][CH2:35][CH:36]=[C:2]([CH3:4])[CH3:3]. The catalyst class is: 1. (3) Reactant: O.[PH2:2]([O-:4])=[O:3].[Na+].[C:6]1([CH2:12][CH2:13][CH:14]=[CH2:15])[CH:11]=[CH:10][CH:9]=[CH:8][CH:7]=1.N(C(C)(C)C#N)=NC(C)(C)C#N.S(=O)(=O)(O)O.C12(N)CC3CC(CC(C3)C1)C2. Product: [C:6]1([CH2:12][CH2:13][CH2:14][CH2:15][PH:2](=[O:4])[OH:3])[CH:11]=[CH:10][CH:9]=[CH:8][CH:7]=1. The catalyst class is: 8. (4) Reactant: [Br:1][C:2]1[CH:3]=[C:4]([C:8]2([C:18]3[CH:23]=[CH:22][N:21]=[CH:20][CH:19]=3)[C:12]3=[N:13][CH2:14][CH2:15][CH2:16][N:11]3[C:10](=S)[NH:9]2)[CH:5]=[CH:6][CH:7]=1.C(OO)(C)(C)C.[NH3:30]. The catalyst class is: 5. Product: [Br:1][C:2]1[CH:3]=[C:4]([C:8]2([C:18]3[CH:23]=[CH:22][N:21]=[CH:20][CH:19]=3)[C:12]3=[N:13][CH2:14][CH2:15][CH2:16][N:11]3[C:10]([NH2:30])=[N:9]2)[CH:5]=[CH:6][CH:7]=1.